Dataset: Full USPTO retrosynthesis dataset with 1.9M reactions from patents (1976-2016). Task: Predict the reactants needed to synthesize the given product. (1) Given the product [C:33]([O:37][C:38]([N:40]([C:22]1[CH:27]=[CH:26][C:25]([N:28]2[CH:32]=[CH:31][CH:30]=[CH:29]2)=[CH:24][CH:23]=1)[NH2:41])=[O:39])([CH3:36])([CH3:35])[CH3:34], predict the reactants needed to synthesize it. The reactants are: N1C2C(=CC=C3C=2N=CC=C3)C=CC=1.C(=O)([O-])[O-].[Cs+].[Cs+].I[C:22]1[CH:27]=[CH:26][C:25]([N:28]2[CH:32]=[CH:31][CH:30]=[CH:29]2)=[CH:24][CH:23]=1.[C:33]([O:37][C:38]([NH:40][NH2:41])=[O:39])([CH3:36])([CH3:35])[CH3:34]. (2) Given the product [CH3:32][N:31]1[C:25]2[CH:24]=[CH:23][C:22]([N:18]3[CH2:17][C@H:16]([CH2:15][NH:14][C:13](=[O:35])[CH2:2][CH3:3])[O:20][C:19]3=[O:21])=[CH:34][C:26]=2[CH2:27][CH2:28][O:29][C:30]1=[O:33], predict the reactants needed to synthesize it. The reactants are: F[C:2](F)(F)[C:3](O)=O.C(O[C:13](=[O:35])[NH:14][CH2:15][C@@H:16]1[O:20][C:19](=[O:21])[N:18]([C:22]2[CH:23]=[CH:24][C:25]3[N:31]([CH3:32])[C:30](=[O:33])[O:29][CH2:28][CH2:27][C:26]=3[CH:34]=2)[CH2:17]1)(C)(C)C.C(OC(=O)CC)(=O)CC.NC[C@@H]1OC(=O)N(C2C=CC3N(C)C(=O)OCCC=3C=2)C1. (3) Given the product [CH:15]1([CH:1]([OH:2])[C:3]2[O:4][C:5]3[CH:12]=[CH:11][C:10]([C:13]#[N:14])=[CH:9][C:6]=3[C:7]=2[CH3:8])[CH2:20][CH2:19][CH2:18][CH2:17][CH2:16]1, predict the reactants needed to synthesize it. The reactants are: [CH:1]([C:3]1[O:4][C:5]2[CH:12]=[CH:11][C:10]([C:13]#[N:14])=[CH:9][C:6]=2[C:7]=1[CH3:8])=[O:2].[CH:15]1([Mg]Br)[CH2:20][CH2:19][CH2:18][CH2:17][CH2:16]1.[Cl-].[NH4+]. (4) The reactants are: [F:1][C:2]([F:19])([F:18])[C:3]1[CH:8]=[CH:7][C:6]([C:9]2[C:10]([C:15]([OH:17])=O)=[CH:11][CH:12]=[CH:13][CH:14]=2)=[CH:5][CH:4]=1.[CH2:20]([O:22][C:23]([C:25]1[N:26]([CH2:37][CH3:38])[C:27]2[C:32]([CH:33]=1)=[CH:31][C:30]([N+:34]([O-])=O)=[CH:29][CH:28]=2)=[O:24])[CH3:21].CCN(C(C)C)C(C)C.C1CN([P+](Br)(N2CCCC2)N2CCCC2)CC1.F[P-](F)(F)(F)(F)F. Given the product [CH2:20]([O:22][C:23]([C:25]1[N:26]([CH2:37][CH3:38])[C:27]2[C:32]([CH:33]=1)=[CH:31][C:30]([NH:34][C:15]([C:10]1[C:9]([C:6]3[CH:5]=[CH:4][C:3]([C:2]([F:1])([F:19])[F:18])=[CH:8][CH:7]=3)=[CH:14][CH:13]=[CH:12][CH:11]=1)=[O:17])=[CH:29][CH:28]=2)=[O:24])[CH3:21], predict the reactants needed to synthesize it. (5) Given the product [F:8][C:5]1[CH:6]=[CH:7][C:2]2[N:1]=[C:40]([CH3:41])[N:9]([C:10]3[CH:18]=[CH:17][CH:16]=[C:15]4[C:11]=3[CH2:12][CH2:13][CH:14]4[N:19]([C:34](=[O:39])[C:35]([F:38])([F:37])[F:36])[C:20]3[CH:33]=[CH:32][C:23]4[C@H:24]([CH2:27][C:28]([O:30][CH3:31])=[O:29])[CH2:25][O:26][C:22]=4[CH:21]=3)[C:3]=2[CH:4]=1, predict the reactants needed to synthesize it. The reactants are: [NH2:1][C:2]1[CH:7]=[CH:6][C:5]([F:8])=[CH:4][C:3]=1[NH:9][C:10]1[CH:18]=[CH:17][CH:16]=[C:15]2[C:11]=1[CH2:12][CH2:13][CH:14]2[N:19]([C:34](=[O:39])[C:35]([F:38])([F:37])[F:36])[C:20]1[CH:33]=[CH:32][C:23]2[C@H:24]([CH2:27][C:28]([O:30][CH3:31])=[O:29])[CH2:25][O:26][C:22]=2[CH:21]=1.[C:40](O)(=O)[CH3:41].